From a dataset of Full USPTO retrosynthesis dataset with 1.9M reactions from patents (1976-2016). Predict the reactants needed to synthesize the given product. (1) Given the product [Br:17][C:18]1[CH:19]=[C:20]2[C:21]([C:7]3[C:6](=[O:28])[C:5]4[CH:4]=[C:3]([O:2][CH3:1])[CH:12]=[CH:11][C:10]=4[C:9]([CH3:14])([CH3:13])[C:8]=3[NH:24]2)=[CH:22][CH:23]=1, predict the reactants needed to synthesize it. The reactants are: [CH3:1][O:2][C:3]1[CH:4]=[C:5]2[C:10](=[CH:11][CH:12]=1)[C:9]([CH3:14])([CH3:13])[C:8](=O)[CH2:7][CH2:6]2.Cl.[Br:17][C:18]1[CH:19]=[C:20]([NH:24]N)[CH:21]=[CH:22][CH:23]=1.C(OCC)(=[O:28])C.C(C1C(=O)C(Cl)=C(Cl)C(=O)C=1C#N)#N. (2) Given the product [CH3:15][O:16][C:17](=[O:20])[CH2:18][NH:19][C:2]1[CH:7]=[CH:6][C:5]([N+:8]([O-:10])=[O:9])=[CH:4][C:3]=1[N+:11]([O-:13])=[O:12], predict the reactants needed to synthesize it. The reactants are: F[C:2]1[CH:7]=[CH:6][C:5]([N+:8]([O-:10])=[O:9])=[CH:4][C:3]=1[N+:11]([O-:13])=[O:12].Cl.[CH3:15][O:16][C:17](=[O:20])[CH2:18][NH2:19].C([O-])([O-])=O.[K+].[K+]. (3) Given the product [C:24]1([C:33]2[CH:34]=[CH:35][CH:36]=[CH:37][CH:38]=2)[CH:25]=[CH:26][C:27]([C:30]([N:7]2[C:8]3[CH:14]=[CH:13][CH:12]=[CH:11][C:9]=3[CH2:10][N:4]3[CH:3]=[CH:2][CH:1]=[C:5]3[CH2:6]2)=[O:31])=[CH:28][CH:29]=1, predict the reactants needed to synthesize it. The reactants are: [CH:1]1[CH:2]=[CH:3][N:4]2[CH2:10][C:9]3[CH:11]=[CH:12][CH:13]=[CH:14][C:8]=3[NH:7][CH2:6][C:5]=12.CN(C)C1C=CC=CC=1.[C:24]1([C:33]2[CH:38]=[CH:37][CH:36]=[CH:35][CH:34]=2)[CH:29]=[CH:28][C:27]([C:30](Cl)=[O:31])=[CH:26][CH:25]=1.O. (4) Given the product [CH3:9][C:8]1[NH:7][C:6]([C:10]2[CH:15]=[CH:14][CH:13]=[CH:12][C:11]=2[NH:16][CH2:17][CH:18]2[CH2:23][CH2:22][NH:21][CH2:20][CH2:19]2)=[CH:5][C:4]=1[C:1]([NH2:2])=[O:3], predict the reactants needed to synthesize it. The reactants are: [C:1]([C:4]1[CH:5]=[C:6]([C:10]2[CH:15]=[CH:14][CH:13]=[CH:12][C:11]=2[NH:16][CH2:17][CH:18]2[CH2:23][CH2:22][N:21](C(OC(C)(C)C)=O)[CH2:20][CH2:19]2)[NH:7][C:8]=1[CH3:9])(=[O:3])[NH2:2].C(C1C=C(C2C=CC=CC=2NCC2CCN(C(OC(C)(C)C)=O)C2)NC=1C)(=O)N.Cl.